Dataset: Catalyst prediction with 721,799 reactions and 888 catalyst types from USPTO. Task: Predict which catalyst facilitates the given reaction. (1) Reactant: CC(C)([O-])C.[K+].[N:7]1([S:12]([C:15]2[CH:16]=[C:17]3[C:21](=[CH:22][CH:23]=2)[NH:20][C:19](=[O:24])[C:18]23OCCC[O:25]2)(=[O:14])=[O:13])[CH2:11][CH2:10][CH2:9][CH2:8]1.ClCC(C)(C)C#N. Product: [N:7]1([S:12]([C:15]2[CH:16]=[C:17]3[C:21](=[CH:22][CH:23]=2)[NH:20][C:19](=[O:24])[C:18]3=[O:25])(=[O:14])=[O:13])[CH2:11][CH2:10][CH2:9][CH2:8]1. The catalyst class is: 16. (2) Reactant: [CH2:1]([N:8]([C:22]1[C:27](Br)=[CH:26][C:25]([C:29]([F:32])([F:31])[F:30])=[CH:24][N:23]=1)[S:9]([C:12]1[CH:21]=[CH:20][C:15]([C:16]([O:18]C)=[O:17])=[CH:14][CH:13]=1)(=[O:11])=[O:10])[C:2]1[CH:7]=[CH:6][CH:5]=[CH:4][CH:3]=1.[CH:33]1(B(O)O)[CH2:35][CH2:34]1.C([O-])(O)=O.[Na+].[OH-].[Na+].Cl. Product: [CH2:1]([N:8]([C:22]1[C:27]([CH:33]2[CH2:35][CH2:34]2)=[CH:26][C:25]([C:29]([F:32])([F:30])[F:31])=[CH:24][N:23]=1)[S:9]([C:12]1[CH:13]=[CH:14][C:15]([C:16]([OH:18])=[O:17])=[CH:20][CH:21]=1)(=[O:10])=[O:11])[C:2]1[CH:3]=[CH:4][CH:5]=[CH:6][CH:7]=1. The catalyst class is: 176. (3) Reactant: [NH:1](C(OC(C)(C)C)=O)[C@H:2]([C:15]([NH:17][C@H:18]([C:26]([O:28][CH2:29][CH3:30])=[O:27])[CH2:19][CH2:20][CH2:21][NH:22][C:23](=[NH:25])[NH2:24])=[O:16])[CH2:3][C:4]1[C:12]2[C:7](=[CH:8][CH:9]=[CH:10][CH:11]=2)[N:6]([CH:13]=[O:14])[CH:5]=1.[C:38]([OH:44])([C:40]([F:43])([F:42])[F:41])=[O:39].CCOCC. Product: [NH2:1][C@H:2]([C:15]([NH:17][C@H:18]([C:26]([O:28][CH2:29][CH3:30])=[O:27])[CH2:19][CH2:20][CH2:21][NH:22][C:23](=[NH:24])[NH2:25])=[O:16])[CH2:3][C:4]1[C:12]2[C:7](=[CH:8][CH:9]=[CH:10][CH:11]=2)[N:6]([CH:13]=[O:14])[CH:5]=1.[F:41][C:40]([C:38]([OH:44])=[O:39])([F:43])[F:42].[F:41][C:40]([C:38]([OH:44])=[O:39])([F:43])[F:42]. The catalyst class is: 2. (4) Reactant: [Cl:1][C:2]1[C:3]([CH3:9])=[C:4]([CH:6]=[CH:7][CH:8]=1)[NH2:5].[C:10](OC(=O)C)(=[O:12])[CH3:11]. Product: [Cl:1][C:2]1[C:3]([CH3:9])=[C:4]([NH:5][C:10](=[O:12])[CH3:11])[CH:6]=[CH:7][CH:8]=1. The catalyst class is: 14. (5) Reactant: [CH2:1]([O:3][C:4](=[O:19])[C:5]([CH2:12][CH2:13][C:14]1[S:15][CH:16]=[CH:17][CH:18]=1)([CH3:11])[C:6]([O:8]CC)=[O:7])[CH3:2].[OH-].[K+]. Product: [CH2:1]([O:3][C:4](=[O:19])[C:5]([CH2:12][CH2:13][C:14]1[S:15][CH:16]=[CH:17][CH:18]=1)([CH3:11])[C:6]([OH:8])=[O:7])[CH3:2]. The catalyst class is: 40. (6) Reactant: [F:1][C:2]([F:40])([F:39])[C:3]1[CH:38]=[CH:37][C:6]([O:7][C:8]2[N:12]([CH2:13][C:14]([N:16]([CH3:18])[CH3:17])=[O:15])[N:11]=[C:10]([C:19]3[CH:20]=[C:21]([C:25]4([NH:29]C(=O)OC(C)(C)C)[CH2:28][O:27][CH2:26]4)[CH:22]=[CH:23][CH:24]=3)[CH:9]=2)=[CH:5][CH:4]=1.C(O)(C(F)(F)F)=O. Product: [NH2:29][C:25]1([C:21]2[CH:20]=[C:19]([C:10]3[CH:9]=[C:8]([O:7][C:6]4[CH:5]=[CH:4][C:3]([C:2]([F:1])([F:39])[F:40])=[CH:38][CH:37]=4)[N:12]([CH2:13][C:14]([N:16]([CH3:18])[CH3:17])=[O:15])[N:11]=3)[CH:24]=[CH:23][CH:22]=2)[CH2:28][O:27][CH2:26]1. The catalyst class is: 2.